This data is from Peptide-MHC class II binding affinity with 134,281 pairs from IEDB. The task is: Regression. Given a peptide amino acid sequence and an MHC pseudo amino acid sequence, predict their binding affinity value. This is MHC class II binding data. The peptide sequence is ASYASPSLQTLIAVS. The MHC is HLA-DPA10103-DPB10301 with pseudo-sequence HLA-DPA10103-DPB10301. The binding affinity (normalized) is 0.349.